Dataset: Forward reaction prediction with 1.9M reactions from USPTO patents (1976-2016). Task: Predict the product of the given reaction. (1) The product is: [CH3:1][N:2]([CH3:3])[C:4]1[N:5]=[CH:6][C:7]([NH:20][C:17]2[CH:18]=[CH:19][C:14]([N:12]([CH3:13])[CH3:11])=[N:15][CH:16]=2)=[CH:8][CH:9]=1. Given the reactants [CH3:1][N:2]([C:4]1[CH:9]=[CH:8][C:7](Br)=[CH:6][N:5]=1)[CH3:3].[CH3:11][N:12]([C:14]1[CH:19]=[CH:18][C:17]([NH2:20])=[CH:16][N:15]=1)[CH3:13], predict the reaction product. (2) The product is: [NH2:17][C:13]1[C:14]2[C:5]([C:19]([NH2:21])=[C:7]3[C:12]=1[CH:11]=[CH:10][CH:9]=[CH:8]3)=[CH:4][CH:3]=[CH:2][CH:1]=2. Given the reactants [CH:1]1[C:14]2[C:13](=O)[C:12]3[C:7](=[CH:8][CH:9]=[CH:10][CH:11]=3)C(=O)[C:5]=2[CH:4]=[CH:3][CH:2]=1.[N:17]#N.[CH:19]([NH2:21])=O, predict the reaction product. (3) Given the reactants C(O)=O.C1(COC2C=C([C:15]3[C:23]4[C:18](=[CH:19][CH:20]=[CH:21][CH:22]=4)[N:17](CC4C=CC(F)=CC=4)[C:16]=3[C:32]([O:34]C(C)(C)C)=[O:33])C=CC=2)CC1, predict the reaction product. The product is: [NH:17]1[C:18]2[C:23](=[CH:22][CH:21]=[CH:20][CH:19]=2)[CH:15]=[C:16]1[C:32]([OH:34])=[O:33]. (4) Given the reactants [Cl:1][C:2]1[CH:7]=[C:6]([C:8]2[CH:13]=[C:12]([O:14][CH2:15][CH:16]([CH3:18])[CH3:17])[CH:11]=[C:10]([F:19])[CH:9]=2)[N:5]=[CH:4][C:3]=1[C:20]([NH:22][S:23]([C:26]1[CH:31]=[CH:30][CH:29]=[C:28]([N+:32]([O-])=O)[N:27]=1)(=[O:25])=[O:24])=[O:21].Cl, predict the reaction product. The product is: [NH2:32][C:28]1[N:27]=[C:26]([S:23]([NH:22][C:20]([C:3]2[CH:4]=[N:5][C:6]([C:8]3[CH:13]=[C:12]([O:14][CH2:15][CH:16]([CH3:17])[CH3:18])[CH:11]=[C:10]([F:19])[CH:9]=3)=[CH:7][C:2]=2[Cl:1])=[O:21])(=[O:25])=[O:24])[CH:31]=[CH:30][CH:29]=1. (5) Given the reactants O.[C:2]1([CH:9]=[CH:8][CH:7]=[C:5]([OH:6])[CH:4]=1)[OH:3].C=O, predict the reaction product. The product is: [C:2]1([CH:9]=[CH:8][CH:7]=[C:5]([OH:6])[CH:4]=1)[OH:3].[CH2:2]=[O:3]. (6) Given the reactants C(NC1C=CC(C2C=C3C(CN([C@@H](C(C)C)C(O)=O)C3=O)=CC=2)=CC=1)(=O)C1C=CC=CC=1.[F:33][C:34]1[CH:39]=[C:38]([NH:40][C:41](=[O:53])[C:42]2[CH:47]=[CH:46][C:45]([O:48][C:49]([F:52])([F:51])[F:50])=[CH:44][CH:43]=2)[CH:37]=[CH:36][C:35]=1[C:54]1[CH:62]=[C:61]2[C:57]([CH2:58][N:59]([C@@H:64]([CH:69]([CH3:71])[CH3:70])[C:65]([O:67]C)=[O:66])[C:60]2=[O:63])=[CH:56][CH:55]=1, predict the reaction product. The product is: [F:33][C:34]1[CH:39]=[C:38]([NH:40][C:41](=[O:53])[C:42]2[CH:43]=[CH:44][C:45]([O:48][C:49]([F:50])([F:51])[F:52])=[CH:46][CH:47]=2)[CH:37]=[CH:36][C:35]=1[C:54]1[CH:62]=[C:61]2[C:57]([CH2:58][N:59]([C@@H:64]([CH:69]([CH3:71])[CH3:70])[C:65]([OH:67])=[O:66])[C:60]2=[O:63])=[CH:56][CH:55]=1. (7) Given the reactants [Si:1]([O:18][CH2:19][CH2:20][C:21]#[N:22])([C:14]([CH3:17])([CH3:16])[CH3:15])([C:8]1[CH:13]=[CH:12][CH:11]=[CH:10][CH:9]=1)[C:2]1[CH:7]=[CH:6][CH:5]=[CH:4][CH:3]=1.Cl.[NH2:24][OH:25].C(=O)(O)[O-].[Na+], predict the reaction product. The product is: [Si:1]([O:18][CH2:19][CH2:20]/[C:21](=[N:24]/[OH:25])/[NH2:22])([C:14]([CH3:16])([CH3:17])[CH3:15])([C:8]1[CH:9]=[CH:10][CH:11]=[CH:12][CH:13]=1)[C:2]1[CH:3]=[CH:4][CH:5]=[CH:6][CH:7]=1.